This data is from Forward reaction prediction with 1.9M reactions from USPTO patents (1976-2016). The task is: Predict the product of the given reaction. (1) Given the reactants [CH2:1]([O:3][C:4]([N:6]([CH2:14][C:15]([O:17]CC)=O)[CH2:7][CH2:8][C:9]([O:11][CH2:12][CH3:13])=[O:10])=[O:5])[CH3:2].CC[O-].[Na+], predict the reaction product. The product is: [O:17]=[C:15]1[CH2:14][N:6]([C:4]([O:3][CH2:1][CH3:2])=[O:5])[CH2:7][CH:8]1[C:9]([O:11][CH2:12][CH3:13])=[O:10]. (2) Given the reactants [F:1][C:2]1[CH:7]=[CH:6][C:5](B(O)O)=[CH:4][CH:3]=1.Cl[C:12]1[CH:17]=[N:16][NH:15][C:14](=[O:18])[CH:13]=1, predict the reaction product. The product is: [F:1][C:2]1[CH:7]=[CH:6][C:5]([C:12]2[CH:17]=[N:16][NH:15][C:14](=[O:18])[CH:13]=2)=[CH:4][CH:3]=1.